This data is from Full USPTO retrosynthesis dataset with 1.9M reactions from patents (1976-2016). The task is: Predict the reactants needed to synthesize the given product. (1) Given the product [NH2:26][C:23]1[CH:24]=[C:25]2[C:20](=[CH:21][CH:22]=1)[NH:19][CH:18]=[C:17]2[CH:13]1[CH2:14][CH2:15][CH2:16][CH:11]([N:3]([CH2:1][CH3:2])[C:4](=[O:10])[O:5][C:6]([CH3:7])([CH3:8])[CH3:9])[CH2:12]1, predict the reactants needed to synthesize it. The reactants are: [CH2:1]([N:3]([CH:11]1[CH2:16][CH2:15][CH2:14][CH:13]([C:17]2[C:25]3[C:20](=[CH:21][CH:22]=[C:23]([N+:26]([O-])=O)[CH:24]=3)[NH:19][CH:18]=2)[CH2:12]1)[C:4](=[O:10])[O:5][C:6]([CH3:9])([CH3:8])[CH3:7])[CH3:2].O.NN. (2) Given the product [C:37]([C:34]1[CH:33]=[CH:32][C:31]([O:30][CH3:29])=[C:36]([CH:35]=1)[O:1][C@H:2]([C:23]1[CH:24]=[CH:25][CH:26]=[CH:27][CH:28]=1)[CH2:3][CH2:4][N:5]1[CH2:10][CH2:9][CH:8]([C:11]2[CH:12]=[C:13]([NH:17][C:18](=[O:22])[CH:19]([CH3:21])[CH3:20])[CH:14]=[CH:15][CH:16]=2)[CH2:7][CH2:6]1)(=[O:39])[CH3:38], predict the reactants needed to synthesize it. The reactants are: [OH:1][C@@H:2]([C:23]1[CH:28]=[CH:27][CH:26]=[CH:25][CH:24]=1)[CH2:3][CH2:4][N:5]1[CH2:10][CH2:9][CH:8]([C:11]2[CH:12]=[C:13]([NH:17][C:18](=[O:22])[CH:19]([CH3:21])[CH3:20])[CH:14]=[CH:15][CH:16]=2)[CH2:7][CH2:6]1.[CH3:29][O:30][C:31]1[CH:36]=[CH:35][C:34]([C:37](=[O:39])[CH3:38])=[CH:33][C:32]=1O.C1(P(C2C=CC=CC=2)C2C=CC=CC=2)C=CC=CC=1.N(C(OCC)=O)=NC(OCC)=O.N. (3) Given the product [C:27]([O:14][C:13](=[O:15])[C:12]1[CH:16]=[C:17]([O:19][CH2:20][C:21]2[CH:22]=[CH:23][CH:24]=[CH:25][CH:26]=2)[CH:18]=[C:10]([C:8]2[CH:7]=[CH:6][C:5]3[O:1][CH2:2][O:3][C:4]=3[CH:9]=2)[CH:11]=1)([CH3:30])([CH3:29])[CH3:28], predict the reactants needed to synthesize it. The reactants are: [O:1]1[C:5]2[CH:6]=[CH:7][C:8]([C:10]3[CH:11]=[C:12]([CH:16]=[C:17]([O:19][CH2:20][C:21]4[CH:26]=[CH:25][CH:24]=[CH:23][CH:22]=4)[CH:18]=3)[C:13]([OH:15])=[O:14])=[CH:9][C:4]=2[O:3][CH2:2]1.[C:27](OC(O[C:27]([CH3:30])([CH3:29])[CH3:28])N(C)C)([CH3:30])([CH3:29])[CH3:28]. (4) Given the product [CH2:21]([C:25]1[CH:30]=[CH:29][C:28]([C:31]2[CH:32]=[C:33]3[C:34]([C:11]4[CH2:10][CH2:9][C:8]5[CH:7]=[C:6]([O:12][S:13]([C:16]([F:19])([F:18])[F:17])(=[O:15])=[O:14])[CH:5]=[CH:4][C:3]=5[C:2]=4[NH:37]3)=[CH:35][CH:36]=2)=[CH:27][CH:26]=1)[CH2:22][CH2:23][CH3:24], predict the reactants needed to synthesize it. The reactants are: O=[C:2]1[CH2:11][CH2:10][CH2:9][C:8]2[CH:7]=[C:6]([O:12][S:13]([C:16]([F:19])([F:18])[F:17])(=[O:15])=[O:14])[CH:5]=[CH:4][C:3]1=2.Cl.[CH2:21]([C:25]1[CH:30]=[CH:29][C:28]([C:31]2[CH:36]=[CH:35][CH:34]=[C:33]([NH:37]N)[CH:32]=2)=[CH:27][CH:26]=1)[CH2:22][CH2:23][CH3:24]. (5) Given the product [CH3:16][C:17]1[CH:18]=[CH:19][C:20]([S:24][C:25]2[CH:26]=[CH:27][CH:28]=[CH:29][CH:30]=2)=[C:21]([NH:23][C:2]2[C:3]3[C:8](=[N:7][C:6]([C:12]([F:15])([F:14])[F:13])=[CH:5][CH:4]=3)[N:9]=[CH:10][CH:11]=2)[CH:22]=1, predict the reactants needed to synthesize it. The reactants are: Cl[C:2]1[CH:11]=[CH:10][N:9]=[C:8]2[C:3]=1[CH:4]=[CH:5][C:6]([C:12]([F:15])([F:14])[F:13])=[N:7]2.[CH3:16][C:17]1[CH:18]=[CH:19][C:20]([S:24][C:25]2[CH:30]=[CH:29][CH:28]=[CH:27][CH:26]=2)=[C:21]([NH2:23])[CH:22]=1. (6) Given the product [F:11][C:3]1[C:4]([N+:8]([O-:10])=[O:9])=[CH:5][CH:6]=[CH:7][C:2]=1[C:12]1[CH:17]=[CH:16][CH:15]=[CH:14][CH:13]=1, predict the reactants needed to synthesize it. The reactants are: Cl[C:2]1[CH:7]=[CH:6][CH:5]=[C:4]([N+:8]([O-:10])=[O:9])[C:3]=1[F:11].[C:12]1(B(O)O)[CH:17]=[CH:16][CH:15]=[CH:14][CH:13]=1.O.P([O-])([O-])([O-])=O.[K+].[K+].[K+].C1(C)C=CC=CC=1. (7) Given the product [C:16]([O:20][C:21](=[O:22])[NH:23][C@H:24]([C:25]1[N:9]([C@H:10]2[CH2:11][C@@H:12]([O:14][CH3:15])[CH2:13]2)[C:4]2[CH:3]=[C:2]([F:1])[CH:7]=[CH:6][C:5]=2[N:8]=1)[CH3:28])([CH3:19])([CH3:18])[CH3:17], predict the reactants needed to synthesize it. The reactants are: [F:1][C:2]1[CH:3]=[C:4]([NH:9][C@H:10]2[CH2:13][C@@H:12]([O:14][CH3:15])[CH2:11]2)[C:5]([NH2:8])=[CH:6][CH:7]=1.[C:16]([O:20][C:21]([NH:23][C@@H:24]([CH3:28])[C:25](O)=O)=[O:22])([CH3:19])([CH3:18])[CH3:17].C1C=NC2N(O)N=NC=2C=1.CCN=C=NCCCN(C)C.Cl. (8) The reactants are: [CH3:1][C:2]1([CH3:22])[C:10]2[CH:9]=[C:8]3[NH:11][C:12]([NH:14][CH3:15])=[N:13][C:7]3=[CH:6][C:5]=2[N:4]([CH2:16][CH2:17][CH2:18][CH2:19][CH3:20])[C:3]1=[O:21].[CH3:23][C:24]1[CH:29]=[CH:28][C:27]([S:30](Cl)(=[O:32])=[O:31])=[CH:26][CH:25]=1.O. Given the product [CH3:22][C:2]1([CH3:1])[C:10]2[CH:9]=[C:8]3[N:11]([S:30]([C:27]4[CH:28]=[CH:29][C:24]([CH3:23])=[CH:25][CH:26]=4)(=[O:32])=[O:31])[C:12]([NH:14][CH3:15])=[N:13][C:7]3=[CH:6][C:5]=2[N:4]([CH2:16][CH2:17][CH2:18][CH2:19][CH3:20])[C:3]1=[O:21], predict the reactants needed to synthesize it. (9) Given the product [CH3:15][O:14][C:11]1[CH:10]=[CH:9][C:8]([NH:7][C:5]2[S:6][C:2]([NH:1][C:34](=[O:35])[C:33]3[CH:37]=[CH:38][C:30]([CH2:29][N:43]4[CH2:44][CH2:45][N:40]([CH3:39])[CH2:41][CH2:42]4)=[CH:31][CH:32]=3)=[C:3]([C:16]([NH2:18])=[O:17])[N:4]=2)=[CH:13][CH:12]=1, predict the reactants needed to synthesize it. The reactants are: [NH2:1][C:2]1[S:6][C:5]([NH:7][C:8]2[CH:13]=[CH:12][C:11]([O:14][CH3:15])=[CH:10][CH:9]=2)=[N:4][C:3]=1[C:16]([NH2:18])=[O:17].C(N(CC)C(C)C)(C)C.Cl[CH2:29][C:30]1[CH:38]=[CH:37][C:33]([C:34](Cl)=[O:35])=[CH:32][CH:31]=1.[CH3:39][N:40]1[CH2:45][CH2:44][NH:43][CH2:42][CH2:41]1.